From a dataset of Forward reaction prediction with 1.9M reactions from USPTO patents (1976-2016). Predict the product of the given reaction. (1) Given the reactants Br[C:2]1[CH:3]=[C:4]2[C:9](=[CH:10][CH:11]=1)[CH2:8][N:7]([CH2:12][C:13]([N:15]1[CH2:20][CH2:19][N:18]([CH:21]3[CH2:24][CH2:23][CH2:22]3)[CH2:17][CH2:16]1)=[O:14])[CH2:6][CH2:5]2.[N:25]1[NH:26][C:27](=[O:31])[CH:28]=[CH:29][CH:30]=1.OC1C=CC=C2C=1N=CC=C2.C([O-])([O-])=O.[K+].[K+], predict the reaction product. The product is: [CH:21]1([N:18]2[CH2:17][CH2:16][N:15]([C:13](=[O:14])[CH2:12][N:7]3[CH2:6][CH2:5][C:4]4[C:9](=[CH:10][CH:11]=[C:2]([N:26]5[C:27](=[O:31])[CH:28]=[CH:29][CH:30]=[N:25]5)[CH:3]=4)[CH2:8]3)[CH2:20][CH2:19]2)[CH2:22][CH2:23][CH2:24]1. (2) Given the reactants [NH2:1][C:2]1[C:7](Br)=[N:6][C:5]([Br:9])=[CH:4][N:3]=1.[CH3:10][O:11][C:12]1[CH:17]=[CH:16][CH:15]=[CH:14][C:13]=1B(O)O.C1(P(C2C=CC=CC=2)C2C=CC=CC=2)C=CC=CC=1.C(=O)([O-])[O-].[Na+].[Na+], predict the reaction product. The product is: [Br:9][C:5]1[N:6]=[C:7]([C:13]2[CH:14]=[CH:15][CH:16]=[CH:17][C:12]=2[O:11][CH3:10])[C:2]([NH2:1])=[N:3][CH:4]=1. (3) The product is: [C:26]1([NH:32][C:33]2[O:25][C:3]3[CH:4]=[C:5]([CH2:8][C:9]([NH:11][C:12]4[CH:13]=[CH:14][C:15]([CH:18]([CH3:24])[CH2:19][C:20]([OH:22])=[O:21])=[N:16][CH:17]=4)=[O:10])[CH:6]=[CH:7][C:2]=3[N:1]=2)[CH:31]=[CH:30][CH:29]=[CH:28][CH:27]=1. Given the reactants [NH2:1][C:2]1[CH:7]=[CH:6][C:5]([CH2:8][C:9]([NH:11][C:12]2[CH:13]=[CH:14][C:15]([CH:18]([CH3:24])[CH2:19][C:20]([O:22]C)=[O:21])=[N:16][CH:17]=2)=[O:10])=[CH:4][C:3]=1[OH:25].[C:26]1([N:32]=[C:33]=S)[CH:31]=[CH:30][CH:29]=[CH:28][CH:27]=1, predict the reaction product. (4) Given the reactants F[C:2]1[CH:3]=[N:4][CH:5]=[CH:6][C:7]=1[C:8]1[O:9][C:10]2[CH:16]=[CH:15][C:14]([C:17]([F:20])([F:19])[F:18])=[CH:13][C:11]=2[N:12]=1.[CH3:21][CH:22]([OH:24])[CH3:23].[H-].[Na+], predict the reaction product. The product is: [CH:22]([O:24][C:2]1[CH:3]=[N:4][CH:5]=[CH:6][C:7]=1[C:8]1[O:9][C:10]2[CH:16]=[CH:15][C:14]([C:17]([F:20])([F:19])[F:18])=[CH:13][C:11]=2[N:12]=1)([CH3:23])[CH3:21]. (5) Given the reactants [OH:1][CH2:2][C@H:3]1[CH2:14][CH2:13][C:12]2[S:11][C:10]3[N:9]=[CH:8][N:7]=[C:6]([O:15][CH:16]4[CH2:21][CH2:20][C:19]([NH:23][C:24](=[O:30])[O:25][C:26]([CH3:29])([CH3:28])[CH3:27])([CH3:22])[CH2:18][CH2:17]4)[C:5]=3[C:4]1=2.[CH3:31][S:32](Cl)(=[O:34])=[O:33].C(N(CC)CC)C, predict the reaction product. The product is: [CH3:31][S:32]([O:1][CH2:2][C@H:3]1[CH2:14][CH2:13][C:12]2[S:11][C:10]3[N:9]=[CH:8][N:7]=[C:6]([O:15][CH:16]4[CH2:17][CH2:18][C:19]([NH:23][C:24](=[O:30])[O:25][C:26]([CH3:29])([CH3:28])[CH3:27])([CH3:22])[CH2:20][CH2:21]4)[C:5]=3[C:4]1=2)(=[O:34])=[O:33]. (6) Given the reactants C([O:8][C:9]1(O)[C:18](=[O:19])[N:17]2[C:12]([C:13]([CH3:21])([CH3:20])[O:14][CH2:15][CH2:16]2)=[N:11][CH:10]1[C:22]1[N:23]([CH3:36])[C:24]([CH2:28][C:29]2[CH:34]=[CH:33][C:32]([F:35])=[CH:31][CH:30]=2)=[C:25](Cl)[N:26]=1)C1C=CC=CC=1.C([O-])=O.[NH4+], predict the reaction product. The product is: [F:35][C:32]1[CH:31]=[CH:30][C:29]([CH2:28][C:24]2[N:23]([CH3:36])[C:22]([C:10]3[N:11]=[C:12]4[N:17]([C:18](=[O:19])[C:9]=3[OH:8])[CH2:16][CH2:15][O:14][C:13]4([CH3:21])[CH3:20])=[N:26][CH:25]=2)=[CH:34][CH:33]=1. (7) Given the reactants [NH:1]([C:5]1[CH:40]=[CH:39][C:8]([C:9]([O:11][C:12]2[CH:17]=[CH:16][CH:15]=[C:14]([C:18]3[CH2:22][C:21]([CH2:31][C:32]([O:34]C(C)(C)C)=[O:33])([CH2:23][C:24](=[O:30])[O:25]C(C)(C)C)[O:20][N:19]=3)[CH:13]=2)=[O:10])=[CH:7][CH:6]=1)[C:2]([NH2:4])=[NH:3].[C:41]([OH:47])([C:43]([F:46])([F:45])[F:44])=[O:42], predict the reaction product. The product is: [F:44][C:43]([F:46])([F:45])[C:41]([OH:47])=[O:42].[NH:1]([C:5]1[CH:6]=[CH:7][C:8]([C:9]([O:11][C:12]2[CH:13]=[C:14]([C:18]3[CH2:22][C:21]([CH2:31][C:32]([OH:34])=[O:33])([CH2:23][C:24]([OH:30])=[O:25])[O:20][N:19]=3)[CH:15]=[CH:16][CH:17]=2)=[O:10])=[CH:39][CH:40]=1)[C:2]([NH2:4])=[NH:3]. (8) Given the reactants [F:1][C:2]1[CH:10]=[CH:9][C:8]([N:11]([CH3:20])[S:12]([C:15]2[S:16][CH:17]=[CH:18][CH:19]=2)(=[O:14])=[O:13])=[C:7]2[C:3]=1[CH:4]=[C:5]([C:24]([O:26]CC)=[O:25])[N:6]2[CH2:21][O:22][CH3:23].CO.[OH-].[K+].C(O)(=O)CC(CC(O)=O)(C(O)=O)O, predict the reaction product. The product is: [F:1][C:2]1[CH:10]=[CH:9][C:8]([N:11]([CH3:20])[S:12]([C:15]2[S:16][CH:17]=[CH:18][CH:19]=2)(=[O:14])=[O:13])=[C:7]2[C:3]=1[CH:4]=[C:5]([C:24]([OH:26])=[O:25])[N:6]2[CH2:21][O:22][CH3:23].